This data is from Forward reaction prediction with 1.9M reactions from USPTO patents (1976-2016). The task is: Predict the product of the given reaction. (1) Given the reactants Br[C:2]1[CH:3]=[C:4]([CH:11]=[C:12]([Cl:14])[CH:13]=1)[CH2:5][N:6]1[CH:10]=[CH:9][N:8]=[CH:7]1.[CH:15]([C:17]1[CH:22]=[CH:21][C:20]([N:23]2[CH2:28][CH2:27][N:26]([C:29](=[O:31])[CH3:30])[CH2:25][CH2:24]2)=[CH:19][CH:18]=1)=[CH2:16].C(N(CC)CC)C, predict the reaction product. The product is: [N:6]1([CH2:5][C:4]2[CH:3]=[C:2]([CH:13]=[C:12]([Cl:14])[CH:11]=2)/[CH:16]=[CH:15]/[C:17]2[CH:18]=[CH:19][C:20]([N:23]3[CH2:24][CH2:25][N:26]([C:29](=[O:31])[CH3:30])[CH2:27][CH2:28]3)=[CH:21][CH:22]=2)[CH:10]=[CH:9][N:8]=[CH:7]1. (2) Given the reactants [Br:1][C:2]1[CH:7]=[CH:6][C:5](/[C:8](/I)=[CH:9]/[CH2:10][O:11][C:12]2[CH:23]=[CH:22][C:15]([O:16][CH2:17][C:18]([O:20][CH3:21])=[O:19])=[C:14]([CH3:24])[CH:13]=2)=[CH:4][CH:3]=1.[S:26]1[C:30]([Sn](CCCC)(CCCC)CCCC)=[CH:29][C:28]2[CH:44]=[CH:45][CH:46]=[CH:47][C:27]1=2.C(P(C(C)(C)C)C(C)(C)C)(C)(C)C.C1CCCCC1, predict the reaction product. The product is: [S:26]1[C:30](/[C:8](/[C:5]2[CH:6]=[CH:7][C:2]([Br:1])=[CH:3][CH:4]=2)=[CH:9]\[CH2:10][O:11][C:12]2[CH:23]=[CH:22][C:15]([O:16][CH2:17][C:18]([O:20][CH3:21])=[O:19])=[C:14]([CH3:24])[CH:13]=2)=[CH:29][C:28]2[CH:44]=[CH:45][CH:46]=[CH:47][C:27]1=2. (3) Given the reactants Br[C:2]1[CH:3]=[C:4]2[C:9](=[CH:10][CH:11]=1)[N:8]=[CH:7][C:6]([C:12]([CH:14]1[CH2:16][CH2:15]1)=[O:13])=[C:5]2[NH:17][C@H:18]1[CH2:23][CH2:22][C@H:21]([NH:24][C:25](=[O:31])[O:26][C:27]([CH3:30])([CH3:29])[CH3:28])[CH2:20][CH2:19]1.[Cl:32][C:33]1[CH:38]=[C:37](B2OC(C)(C)C(C)(C)O2)[CH:36]=[C:35]([Cl:48])[C:34]=1[OH:49], predict the reaction product. The product is: [CH:14]1([C:12]([C:6]2[CH:7]=[N:8][C:9]3[C:4]([C:5]=2[NH:17][C@H:18]2[CH2:19][CH2:20][C@H:21]([NH:24][C:25](=[O:31])[O:26][C:27]([CH3:28])([CH3:29])[CH3:30])[CH2:22][CH2:23]2)=[CH:3][C:2]([C:37]2[CH:38]=[C:33]([Cl:32])[C:34]([OH:49])=[C:35]([Cl:48])[CH:36]=2)=[CH:11][CH:10]=3)=[O:13])[CH2:15][CH2:16]1. (4) Given the reactants [NH:1]1[CH2:5][CH2:4][CH:3]([N:6]2[CH2:11][CH2:10][N:9]([C:12]([O:14][CH2:15][C:16]3[CH:21]=[CH:20][CH:19]=[CH:18][CH:17]=3)=[O:13])[CH2:8][CH2:7]2)[CH2:2]1.CCN(C(C)C)C(C)C.[CH3:31][N:32]=[C:33]=[O:34], predict the reaction product. The product is: [CH3:31][NH:32][C:33]([N:1]1[CH2:5][CH2:4][CH:3]([N:6]2[CH2:11][CH2:10][N:9]([C:12]([O:14][CH2:15][C:16]3[CH:21]=[CH:20][CH:19]=[CH:18][CH:17]=3)=[O:13])[CH2:8][CH2:7]2)[CH2:2]1)=[O:34]. (5) Given the reactants [CH2:1]([O:3][C:4]([C:6]1[NH:7][N:8]=[C:9]([C:11]([C:24]2[CH:29]=[CH:28][CH:27]=[CH:26][CH:25]=2)([C:18]2[CH:23]=[CH:22][CH:21]=[CH:20][CH:19]=2)[O:12][SiH2:13][C:14]([CH3:17])([CH3:16])[CH3:15])[CH:10]=1)=[O:5])[CH3:2].Br[CH2:31][C:32]([NH:34][C:35]1[CH:40]=[CH:39][C:38]([Cl:41])=[CH:37][N:36]=1)=[O:33].O, predict the reaction product. The product is: [CH2:1]([O:3][C:4]([C:6]1[CH:10]=[C:9]([C:11]([C:24]2[CH:25]=[CH:26][CH:27]=[CH:28][CH:29]=2)([C:18]2[CH:23]=[CH:22][CH:21]=[CH:20][CH:19]=2)[O:12][SiH2:13][C:14]([CH3:17])([CH3:15])[CH3:16])[N:8]([CH2:31][C:32](=[O:33])[NH:34][C:35]2[CH:40]=[CH:39][C:38]([Cl:41])=[CH:37][N:36]=2)[N:7]=1)=[O:5])[CH3:2]. (6) Given the reactants Cl[C:2]1[C:11]([CH:12]=[O:13])=[CH:10][C:9]2[C:4](=[CH:5][CH:6]=[C:7]([O:14][CH2:15][CH3:16])[CH:8]=2)[N:3]=1.[CH2:17]([NH2:19])[CH3:18], predict the reaction product. The product is: [CH2:15]([O:14][C:7]1[CH:8]=[C:9]2[C:4](=[CH:5][CH:6]=1)[N:3]=[C:2]([NH:19][CH2:17][CH3:18])[C:11]([CH:12]=[O:13])=[CH:10]2)[CH3:16]. (7) Given the reactants [CH2:1]([N:8]1[CH2:14][CH2:13][CH2:12][O:11][CH:10]([CH2:15][C:16]2[CH:21]=[CH:20][C:19]([F:22])=[CH:18][CH:17]=2)[C:9]1=O)[C:2]1[CH:7]=[CH:6][CH:5]=[CH:4][CH:3]=1.[H-].[H-].[H-].[H-].[Li+].[Al+3], predict the reaction product. The product is: [CH2:1]([N:8]1[CH2:14][CH2:13][CH2:12][O:11][CH:10]([CH2:15][C:16]2[CH:17]=[CH:18][C:19]([F:22])=[CH:20][CH:21]=2)[CH2:9]1)[C:2]1[CH:3]=[CH:4][CH:5]=[CH:6][CH:7]=1.